Regression/Classification. Given a drug SMILES string, predict its absorption, distribution, metabolism, or excretion properties. Task type varies by dataset: regression for continuous measurements (e.g., permeability, clearance, half-life) or binary classification for categorical outcomes (e.g., BBB penetration, CYP inhibition). Dataset: cyp1a2_veith. From a dataset of CYP1A2 inhibition data for predicting drug metabolism from PubChem BioAssay. (1) The molecule is O=C(c1ccco1)N1CCN(C(=O)C2(S(=O)(=O)c3ccc(Cl)cc3)CC2)CC1. The result is 0 (non-inhibitor). (2) The drug is CNc1oc(-c2cccs2)nc1C#N. The result is 1 (inhibitor). (3) The compound is CNc1ncnc2ccc(-c3cccc(NS(C)(=O)=O)c3)cc12. The result is 1 (inhibitor).